This data is from Reaction yield outcomes from USPTO patents with 853,638 reactions. The task is: Predict the reaction yield, written as a fraction of the theoretical maximum amount of product (1.0 means a 100% yield; for example, 0.34 means a 34% yield). The reactants are C[O:2][C:3](=[O:17])[CH:4]([CH2:13][CH:14]([CH3:16])[CH3:15])[CH2:5][C:6]([O:8][C:9]([CH3:12])([CH3:11])[CH3:10])=[O:7].O[Li].O. The catalyst is CC(O)C.O. The product is [C:9]([O:8][C:6](=[O:7])[CH2:5][CH:4]([CH2:13][CH:14]([CH3:15])[CH3:16])[C:3]([OH:17])=[O:2])([CH3:12])([CH3:11])[CH3:10]. The yield is 0.770.